Dataset: Full USPTO retrosynthesis dataset with 1.9M reactions from patents (1976-2016). Task: Predict the reactants needed to synthesize the given product. Given the product [Br:1][C:2]1[CH:3]=[C:4]([CH:5]=[CH:6][CH:7]=1)[O:8][Si:13]([C:9]([CH3:12])([CH3:11])[CH3:10])([CH3:15])[CH3:14], predict the reactants needed to synthesize it. The reactants are: [Br:1][C:2]1[CH:3]=[C:4]([OH:8])[CH:5]=[CH:6][CH:7]=1.[C:9]([Si:13](Cl)([CH3:15])[CH3:14])([CH3:12])([CH3:11])[CH3:10].N1C=CN=C1.O.